From a dataset of Forward reaction prediction with 1.9M reactions from USPTO patents (1976-2016). Predict the product of the given reaction. (1) Given the reactants [NH4+:1].[Cl-].C[Al](C)C.C.C[Al](N)Cl.[C:12]1([C:20]2[CH:25]=[CH:24][CH:23]=[CH:22][CH:21]=2)[C:13]([C:18]#[N:19])=[CH:14][CH:15]=[CH:16][CH:17]=1, predict the reaction product. The product is: [C:20]1([C:12]2[CH:17]=[CH:16][CH:15]=[CH:14][C:13]=2[C:18]([NH2:1])=[NH:19])[CH:25]=[CH:24][CH:23]=[CH:22][CH:21]=1. (2) The product is: [O:13]=[S:14]1(=[O:24])[CH2:18][C:17]2[CH:19]=[CH:20][C:21]([NH:23][C:2]3[C:7]([C:8]#[N:9])=[C:6]([CH3:10])[N:5]=[C:4]([S:11][CH3:12])[N:3]=3)=[CH:22][C:16]=2[CH2:15]1. Given the reactants Cl[C:2]1[C:7]([C:8]#[N:9])=[C:6]([CH3:10])[N:5]=[C:4]([S:11][CH3:12])[N:3]=1.[O:13]=[S:14]1(=[O:24])[CH2:18][C:17]2[CH:19]=[CH:20][C:21]([NH2:23])=[CH:22][C:16]=2[CH2:15]1, predict the reaction product.